This data is from CYP2C19 inhibition data for predicting drug metabolism from PubChem BioAssay. The task is: Regression/Classification. Given a drug SMILES string, predict its absorption, distribution, metabolism, or excretion properties. Task type varies by dataset: regression for continuous measurements (e.g., permeability, clearance, half-life) or binary classification for categorical outcomes (e.g., BBB penetration, CYP inhibition). Dataset: cyp2c19_veith. (1) The molecule is COCCn1c(=O)c(-c2ccccc2)nc2cnc(Oc3ccccc3)nc21. The result is 0 (non-inhibitor). (2) The drug is Cc1ccc(C)c(Nc2c([N+](=O)[O-])cc(C(=O)N3CC(=O)Nc4ccccc43)cc2[N+](=O)[O-])c1. The result is 1 (inhibitor). (3) The result is 0 (non-inhibitor). The drug is Clc1cnccn1. (4) The molecule is Cc1ccccc1Oc1ncnc2sccc12. The result is 1 (inhibitor). (5) The compound is N[C@@]1(C(=O)O)CN[C@H](C(=O)O)C1. The result is 0 (non-inhibitor). (6) The drug is Cc1nnc(SCC(=O)NCC2CCCCC2)n(N)c1=O. The result is 0 (non-inhibitor). (7) The drug is O=S(=O)(C[C@H](O)C(Cl)(Cl)Cl)NNc1ccccc1. The result is 0 (non-inhibitor). (8) The drug is CC(C)(C)c1ccc(C(=O)NCc2ccc(Cl)cc2)cc1. The result is 1 (inhibitor).